The task is: Binary Classification. Given a drug SMILES string, predict its activity (active/inactive) in a high-throughput screening assay against a specified biological target.. This data is from Tyrosyl-DNA phosphodiesterase HTS with 341,365 compounds. The drug is O=C(NCCc1ccccc1)CCCc1ccccc1. The result is 0 (inactive).